This data is from Forward reaction prediction with 1.9M reactions from USPTO patents (1976-2016). The task is: Predict the product of the given reaction. (1) Given the reactants C(Cl)(=O)C(Cl)=O.CS(C)=O.[N:11]([CH2:14][CH2:15][C:16]([CH3:21])([CH3:20])[CH2:17][CH2:18][OH:19])=[N+:12]=[N-:13].C(N(CC)CC)C, predict the reaction product. The product is: [N:11]([CH2:14][CH2:15][C:16]([CH3:21])([CH3:20])[CH2:17][CH:18]=[O:19])=[N+:12]=[N-:13]. (2) Given the reactants [NH2:1][C:2]1[CH:7]=[CH:6][C:5]([Br:8])=[CH:4][C:3]=1[C:9](=[O:11])[CH3:10].[C:12]1([Mg]Br)[CH:17]=[CH:16][CH:15]=[CH:14][CH:13]=1, predict the reaction product. The product is: [NH2:1][C:2]1[CH:7]=[CH:6][C:5]([Br:8])=[CH:4][C:3]=1[C:9]([C:12]1[CH:17]=[CH:16][CH:15]=[CH:14][CH:13]=1)([OH:11])[CH3:10]. (3) Given the reactants N1C=C(C(O)=[O:7])N=N1.CN(C(O[N:17]1[N:25]=[N:24][C:19]2[CH:20]=CC=N[C:18]1=2)=[N+](C)C)C.F[P-](F)(F)(F)(F)F.CCN([CH:39]([CH3:41])C)C(C)C.[C:42]1([C:66]2[CH:71]=[CH:70][CH:69]=[CH:68][CH:67]=2)[CH:47]=[CH:46][C:45]([CH2:48][C@@H:49]([NH:58]C(OC(C)(C)C)=O)[CH2:50][C@:51]([CH2:56][OH:57])([CH3:55])[C:52]([OH:54])=[O:53])=[CH:44][CH:43]=1.Cl, predict the reaction product. The product is: [CH2:39]([O:54][C:52](=[O:53])[C@@:51]([CH2:56][OH:57])([CH3:55])[CH2:50][C@H:49]([NH:58][C:20]([C:19]1[NH:24][N:25]=[N:17][CH:18]=1)=[O:7])[CH2:48][C:45]1[CH:46]=[CH:47][C:42]([C:66]2[CH:71]=[CH:70][CH:69]=[CH:68][CH:67]=2)=[CH:43][CH:44]=1)[CH3:41]. (4) Given the reactants C[O:2][C:3]1[CH:8]=[CH:7][C:6]([C:9]2[CH:14]=[CH:13][CH:12]=[C:11]([C:15]3[CH:20]=[CH:19][C:18]([O:21]C)=[CH:17][CH:16]=3)[CH:10]=2)=[CH:5][CH:4]=1, predict the reaction product. The product is: [C:15]1([C:11]2[CH:12]=[CH:13][CH:14]=[C:9]([C:6]3[CH:7]=[CH:8][C:3]([OH:2])=[CH:4][CH:5]=3)[CH:10]=2)[CH:16]=[CH:17][C:18]([OH:21])=[CH:19][CH:20]=1.